From a dataset of Forward reaction prediction with 1.9M reactions from USPTO patents (1976-2016). Predict the product of the given reaction. (1) Given the reactants [N:1]([CH2:4][C:5]1[C:6]([CH3:21])=[N:7][C:8]([O:19][CH3:20])=[CH:9][C:10]=1[O:11]CC1C=CC=CC=1)=[N+]=[N-], predict the reaction product. The product is: [NH2:1][CH2:4][C:5]1[C:6]([CH3:21])=[N:7][C:8]([O:19][CH3:20])=[CH:9][C:10]=1[OH:11]. (2) Given the reactants Br[C:2]1[CH:16]=[C:15]([Cl:17])[CH:14]=[CH:13][C:3]=1[O:4][CH2:5][C:6]([O:8][C:9]([CH3:12])([CH3:11])[CH3:10])=[O:7].[C:18]([C:20]1[CH:25]=[CH:24][C:23](B(O)O)=[CH:22][CH:21]=1)#[N:19], predict the reaction product. The product is: [Cl:17][C:15]1[CH:14]=[CH:13][C:3]([O:4][CH2:5][C:6]([O:8][C:9]([CH3:12])([CH3:11])[CH3:10])=[O:7])=[C:2]([C:23]2[CH:24]=[CH:25][C:20]([C:18]#[N:19])=[CH:21][CH:22]=2)[CH:16]=1. (3) Given the reactants [Cl:1][C:2]1[CH:3]=[C:4]([NH:9][NH2:10])[CH:5]=[CH:6][C:7]=1[Cl:8].CO[CH:13](OC)[CH2:14][C:15](=O)[CH3:16], predict the reaction product. The product is: [Cl:1][C:2]1[CH:3]=[C:4]([N:9]2[CH:13]=[CH:14][C:15]([CH3:16])=[N:10]2)[CH:5]=[CH:6][C:7]=1[Cl:8]. (4) Given the reactants [F:1][C@H:2]1[C@@H:8]([O:9]S(C2C=CC([N+]([O-])=O)=CC=2)(=O)=O)[CH2:7][CH2:6][N:5]([C:22]([O:24][C:25]([CH3:28])([CH3:27])[CH3:26])=[O:23])[CH2:4][CH2:3]1.[N:29]1[N:30]=[C:31]([C:38]2[CH:47]=[CH:46][C:45]3[C:40](=[C:41](O)[CH:42]=[C:43]([F:48])[CH:44]=3)[N:39]=2)[N:32]2[CH:37]=[CH:36][CH:35]=[CH:34][C:33]=12.C(N=C(N(C)C)N(C)C)(C)(C)C, predict the reaction product. The product is: [N:29]1[N:30]=[C:31]([C:38]2[CH:47]=[CH:46][C:45]3[C:40](=[C:41]([O:9][C@H:8]4[C@H:2]([F:1])[CH2:3][CH2:4][N:5]([C:22]([O:24][C:25]([CH3:26])([CH3:27])[CH3:28])=[O:23])[CH2:6][CH2:7]4)[CH:42]=[C:43]([F:48])[CH:44]=3)[N:39]=2)[N:32]2[CH:37]=[CH:36][CH:35]=[CH:34][C:33]=12. (5) The product is: [F:11][C:9]([F:10])([F:12])[C:7]1[CH:6]=[C:5]([C@@H:13]([N:15]([CH3:37])[C:16]([C@@:18]23[CH2:23][CH:22]2[CH2:21][NH:20][C@H:19]3[C:31]2[CH:32]=[CH:33][CH:34]=[CH:35][CH:36]=2)=[O:17])[CH3:14])[CH:4]=[C:3]([C:2]([F:38])([F:39])[F:1])[CH:8]=1. Given the reactants [F:1][C:2]([F:39])([F:38])[C:3]1[CH:4]=[C:5]([C@@H:13]([N:15]([CH3:37])[C:16]([C@@:18]23[CH2:23][CH:22]2[CH2:21][N:20](CC2C=CC=CC=2)[C@H:19]3[C:31]2[CH:36]=[CH:35][CH:34]=[CH:33][CH:32]=2)=[O:17])[CH3:14])[CH:6]=[C:7]([C:9]([F:12])([F:11])[F:10])[CH:8]=1, predict the reaction product. (6) Given the reactants [C:1]([N:5]1[CH2:9][C@@H:8]([C:10]2[CH:15]=[CH:14][CH:13]=[CH:12][CH:11]=2)[N:7]([CH:16]2[CH2:21][CH2:20][NH:19][CH2:18][CH2:17]2)[C:6]1=[O:22])([CH3:4])([CH3:3])[CH3:2].Br[CH2:24][C:25]1[CH:26]=[CH:27][C:28]([O:31][C:32]2[CH:39]=[CH:38][C:35]([C:36]#[N:37])=[CH:34][CH:33]=2)=[N:29][CH:30]=1.C(N(CC)C(C)C)(C)C, predict the reaction product. The product is: [C:1]([N:5]1[CH2:9][C@@H:8]([C:10]2[CH:15]=[CH:14][CH:13]=[CH:12][CH:11]=2)[N:7]([CH:16]2[CH2:21][CH2:20][N:19]([CH2:24][C:25]3[CH:26]=[CH:27][C:28]([O:31][C:32]4[CH:39]=[CH:38][C:35]([C:36]#[N:37])=[CH:34][CH:33]=4)=[N:29][CH:30]=3)[CH2:18][CH2:17]2)[C:6]1=[O:22])([CH3:4])([CH3:2])[CH3:3]. (7) The product is: [C:1]([O:7][CH2:8][C@@H:9]([O:41][C:42]([CH3:44])([CH3:43])[CH3:45])[C:10]1[C:32]([CH3:33])=[CH:31][C:13]2[N:14]=[C:15]([C:17]3[CH:22]=[CH:21][CH:20]=[C:19]([C:51]4[CH:50]=[CH:49][N:48]=[C:47]([Cl:46])[CH:52]=4)[CH:18]=3)[S:16][C:12]=2[C:11]=1[C:34]1[CH:35]=[CH:36][C:37]([Cl:40])=[CH:38][CH:39]=1)(=[O:6])[C:2]([CH3:3])([CH3:5])[CH3:4]. Given the reactants [C:1]([O:7][CH2:8][C@@H:9]([O:41][C:42]([CH3:45])([CH3:44])[CH3:43])[C:10]1[C:32]([CH3:33])=[CH:31][C:13]2[N:14]=[C:15]([C:17]3[CH:22]=[CH:21][CH:20]=[C:19](OS(C(F)(F)F)(=O)=O)[CH:18]=3)[S:16][C:12]=2[C:11]=1[C:34]1[CH:39]=[CH:38][C:37]([Cl:40])=[CH:36][CH:35]=1)(=[O:6])[C:2]([CH3:5])([CH3:4])[CH3:3].[Cl:46][C:47]1[CH:52]=[C:51](B(O)O)[CH:50]=[CH:49][N:48]=1.C([O-])([O-])=O.[K+].[K+], predict the reaction product. (8) Given the reactants [Cl:1][C:2]1[CH:23]=[C:22]([Cl:24])[CH:21]=[CH:20][C:3]=1[CH2:4][NH:5][C:6]([C:8]1[C:9]([O:16][CH:17]([CH3:19])[CH3:18])=[N:10][N:11]([CH2:13][CH2:14][OH:15])[CH:12]=1)=[O:7].O[C:26]1[C:31]([O:32][CH3:33])=[CH:30][CH:29]=[CH:28][C:27]=1[CH2:34][C:35]([O:37]C)=[O:36].C(P(CCCC)CCCC)CCC.N(C(N1CCCCC1)=O)=NC(N1CCCCC1)=O, predict the reaction product. The product is: [Cl:1][C:2]1[CH:23]=[C:22]([Cl:24])[CH:21]=[CH:20][C:3]=1[CH2:4][NH:5][C:6]([C:8]1[C:9]([O:16][CH:17]([CH3:19])[CH3:18])=[N:10][N:11]([CH2:13][CH2:14][O:15][C:26]2[C:31]([O:32][CH3:33])=[CH:30][CH:29]=[CH:28][C:27]=2[CH2:34][C:35]([OH:37])=[O:36])[CH:12]=1)=[O:7]. (9) The product is: [Br:1][C:2]1[CH:3]=[C:4]([CH3:18])[C:5]([CH:9]=[C:10]2[CH:15]3[CH2:16][CH:12]([CH2:13][CH2:14]3)[C:11](=[O:17])[O:22]2)=[C:6]([CH3:8])[CH:7]=1. Given the reactants [Br:1][C:2]1[CH:7]=[C:6]([CH3:8])[C:5]([CH:9]=[C:10]2[CH:15]3[CH2:16][CH:12]([CH2:13][CH2:14]3)[C:11]2=[O:17])=[C:4]([CH3:18])[CH:3]=1.OO.[Se](=O)=[O:22], predict the reaction product.